Task: Predict the reactants needed to synthesize the given product.. Dataset: Full USPTO retrosynthesis dataset with 1.9M reactions from patents (1976-2016) (1) Given the product [NH2:12][C:13]1[C:20]([I:21])=[CH:19][C:16]([C:17]#[N:18])=[C:15]([S:22]([CH3:23])=[O:9])[N:14]=1, predict the reactants needed to synthesize it. The reactants are: ClC1C=CC=C(C(OO)=[O:9])C=1.[NH2:12][C:13]1[C:20]([I:21])=[CH:19][C:16]([C:17]#[N:18])=[C:15]([S:22][CH3:23])[N:14]=1.C(OCC)(=O)C. (2) Given the product [OH:8][CH2:9][C:11]1[CH:16]=[N:15][CH:14]=[C:13]2[S:17][C:18]([C:20]([O:22][C:23]([CH3:26])([CH3:25])[CH3:24])=[O:21])=[CH:19][C:12]=12, predict the reactants needed to synthesize it. The reactants are: [BH4-].[Na+].[Cl-].[Cl-].[Ca+2].C([O:8][C:9]([C:11]1[CH:16]=[N:15][CH:14]=[C:13]2[S:17][C:18]([C:20]([O:22][C:23]([CH3:26])([CH3:25])[CH3:24])=[O:21])=[CH:19][C:12]=12)=O)C. (3) Given the product [F:27][C:28]([F:33])([F:32])[C:29]([OH:31])=[O:30].[NH:20]1[CH2:22][C@H:21]1[C:23]([O:25][CH3:26])=[O:24], predict the reactants needed to synthesize it. The reactants are: C([N@:20]1[CH2:22][CH:21]1[C:23]([O:25][CH3:26])=[O:24])(C1C=CC=CC=1)(C1C=CC=CC=1)C1C=CC=CC=1.[F:27][C:28]([F:33])([F:32])[C:29]([OH:31])=[O:30]. (4) Given the product [CH3:1][O:2][C:3]([C:5]1[C:14]2[C:9](=[C:10]3[C:11](=[CH:12][CH:13]=2)[C:20]2[C:19](=[CH:24][CH:23]=[CH:22][CH:21]=2)[S:16](=[O:18])(=[O:17])[NH:15]3)[N:8]=[CH:7][CH:6]=1)=[O:4], predict the reactants needed to synthesize it. The reactants are: [CH3:1][O:2][C:3]([C:5]1[C:14]2[C:9](=[C:10]([NH:15][S:16]([C:19]3[CH:24]=[CH:23][CH:22]=[CH:21][C:20]=3N)(=[O:18])=[O:17])[CH:11]=[CH:12][CH:13]=2)[N:8]=[CH:7][CH:6]=1)=[O:4].N(OC(C)(C)C)=O.CC(O)=O. (5) Given the product [C:5]1([S:8]([C:11]2[C:12]([CH2:16][C:17]3[C:25]4[C:20](=[CH:21][CH:22]=[C:23]([F:26])[CH:24]=4)[N:19]([CH2:27][C:28]([OH:30])=[O:29])[C:18]=3[CH3:31])=[CH:13][S:14][CH:15]=2)(=[O:10])=[O:9])[CH:6]=[CH:7][CH:2]=[CH:3][CH:4]=1, predict the reactants needed to synthesize it. The reactants are: Cl[C:2]1[CH:7]=[CH:6][C:5]([S:8]([C:11]2[C:12]([CH2:16][C:17]3[C:25]4[C:20](=[CH:21][CH:22]=[C:23]([F:26])[CH:24]=4)[N:19]([CH2:27][C:28]([OH:30])=[O:29])[C:18]=3[CH3:31])=[CH:13][S:14][CH:15]=2)(=[O:10])=[O:9])=[CH:4][CH:3]=1.C(N(CC)CC)C. (6) Given the product [C:11]([O:15][C:16]([N:18]1[CH2:23][CH2:22][N:21]([C:6](=[O:7])[C:5]2[CH:9]=[CH:10][C:2]([Br:1])=[CH:3][CH:4]=2)[CH2:20][CH2:19]1)=[O:17])([CH3:14])([CH3:12])[CH3:13], predict the reactants needed to synthesize it. The reactants are: [Br:1][C:2]1[CH:10]=[CH:9][C:5]([C:6](Cl)=[O:7])=[CH:4][CH:3]=1.[C:11]([O:15][C:16]([N:18]1[CH2:23][CH2:22][NH:21][CH2:20][CH2:19]1)=[O:17])([CH3:14])([CH3:13])[CH3:12].C(N(CC)CC)C.